From a dataset of Forward reaction prediction with 1.9M reactions from USPTO patents (1976-2016). Predict the product of the given reaction. (1) Given the reactants [Br:1][C:2]1[CH:3]=[C:4]2[C:12](=[CH:13][CH:14]=1)[NH:11][C:10]1[CH:9]([NH2:15])[CH2:8][CH2:7][CH2:6][C:5]2=1.[N+:16]([C:19]1[CH:27]=[CH:26][C:22]([C:23](Cl)=[O:24])=[CH:21][CH:20]=1)([O-:18])=[O:17], predict the reaction product. The product is: [Br:1][C:2]1[CH:3]=[C:4]2[C:12](=[CH:13][CH:14]=1)[NH:11][C:10]1[CH:9]([NH:15][C:23](=[O:24])[C:22]3[CH:21]=[CH:20][C:19]([N+:16]([O-:18])=[O:17])=[CH:27][CH:26]=3)[CH2:8][CH2:7][CH2:6][C:5]2=1. (2) Given the reactants [C:1]([CH2:3][CH2:4][NH:5][C:6]([C:8]1[CH:9]=[CH:10][C:11]([O:30][C:31]2[CH:36]=[C:35]([CH3:37])[CH:34]=[C:33]([CH3:38])[CH:32]=2)=[C:12]([S:14]([N:17]2[CH2:22][CH2:21][N:20](C(OC(C)(C)C)=O)[CH2:19][CH2:18]2)(=[O:16])=[O:15])[CH:13]=1)=[O:7])#[N:2].[ClH:39].[O:40]1CCOCC1, predict the reaction product. The product is: [ClH:39].[CH3:37][C:35]1[CH:36]=[C:31]([CH:32]=[C:33]([CH3:38])[CH:34]=1)[O:30][C:11]1[CH:10]=[CH:9][C:8]([C:6]([NH:5][C:4](=[O:40])[CH2:3][CH2:1][NH2:2])=[O:7])=[CH:13][C:12]=1[S:14]([N:17]1[CH2:22][CH2:21][NH:20][CH2:19][CH2:18]1)(=[O:15])=[O:16]. (3) Given the reactants CC(C)=O.[C@@H:5]12[C:14](=[O:15])[O:13][C:11](=[O:12])[C@@H:6]1[CH2:7][CH2:8][CH2:9][CH2:10]2.[C:16]([O:21][CH2:22][CH2:23][OH:24])(=[O:20])[C:17]([CH3:19])=[CH2:18], predict the reaction product. The product is: [C:16]([O:21][CH2:22][CH2:23][O:24][C:11]([CH:6]1[CH2:7][CH2:8][CH2:9][CH2:10][CH:5]1[C:14]([OH:13])=[O:15])=[O:12])(=[O:20])[C:17]([CH3:19])=[CH2:18]. (4) Given the reactants Br[CH2:2][C:3]1[CH:8]=[CH:7][N:6]=[C:5]([C:9]2[CH:14]=[CH:13][CH:12]=[CH:11][C:10]=2[C:15]([F:18])([F:17])[F:16])[CH:4]=1.[Cl:19][C:20]1[CH:25]=[CH:24][C:23]([C:26]2[N:27]([CH2:32][C@H:33]([OH:38])[C:34]([F:37])([F:36])[F:35])[C:28](=[O:31])[NH:29][N:30]=2)=[CH:22][CH:21]=1.C(=O)([O-])[O-].[Cs+].[Cs+], predict the reaction product. The product is: [Cl:19][C:20]1[CH:25]=[CH:24][C:23]([C:26]2[N:27]([CH2:32][C@H:33]([OH:38])[C:34]([F:36])([F:37])[F:35])[C:28](=[O:31])[N:29]([CH2:2][C:3]3[CH:8]=[CH:7][N:6]=[C:5]([C:9]4[CH:14]=[CH:13][CH:12]=[CH:11][C:10]=4[C:15]([F:18])([F:17])[F:16])[CH:4]=3)[N:30]=2)=[CH:22][CH:21]=1. (5) Given the reactants [CH2:1]([N:5]1[CH2:14][CH2:13][C:8]2(OCC[O:9]2)[CH2:7][CH2:6]1)[CH2:2][CH2:3][CH3:4], predict the reaction product. The product is: [CH2:1]([N:5]1[CH2:14][CH2:13][C:8](=[O:9])[CH2:7][CH2:6]1)[CH2:2][CH2:3][CH3:4]. (6) Given the reactants [C:1]([C:4]1[CH:9]=[CH:8][C:7]([NH:10][C:11](=[S:14])[NH:12][NH2:13])=[CH:6][CH:5]=1)([OH:3])=[O:2].[Br:15][C:16]1[C:17]([OH:25])=[C:18]([CH:21]=[C:22]([Br:24])[CH:23]=1)[CH:19]=O.CN(C)C=O.S(NN)(C1C=CC(C)=CC=1)(=O)=O, predict the reaction product. The product is: [C:1]([C:4]1[CH:5]=[CH:6][C:7]([NH:10][C:11](=[S:14])[NH:12][N:13]=[CH:19][C:18]2[CH:21]=[C:22]([Br:24])[CH:23]=[C:16]([Br:15])[C:17]=2[OH:25])=[CH:8][CH:9]=1)([OH:3])=[O:2]. (7) Given the reactants [Cl:1][C:2]1[CH:7]=[CH:6][C:5]([CH2:8][C@@H:9]([NH:24][C:25]([C@@H:27]2[CH2:36][C:35]3[C:30](=[CH:31][CH:32]=[CH:33][CH:34]=3)[CH2:29][N:28]2C(OC(C)(C)C)=O)=[O:26])[C:10](=[O:23])[N:11]2[CH2:16][CH2:15][N:14]([C:17]3[CH:22]=[CH:21][CH:20]=[CH:19][N:18]=3)[CH2:13][CH2:12]2)=[CH:4][CH:3]=1.Cl, predict the reaction product. The product is: [Cl:1][C:2]1[CH:7]=[CH:6][C:5]([CH2:8][C@@H:9]([NH:24][C:25]([C@@H:27]2[CH2:36][C:35]3[C:30](=[CH:31][CH:32]=[CH:33][CH:34]=3)[CH2:29][NH:28]2)=[O:26])[C:10](=[O:23])[N:11]2[CH2:12][CH2:13][N:14]([C:17]3[CH:22]=[CH:21][CH:20]=[CH:19][N:18]=3)[CH2:15][CH2:16]2)=[CH:4][CH:3]=1. (8) Given the reactants [Cl:1][C:2]1[CH:11]=[CH:10][C:5]2[NH:6][C:7](=[O:9])[O:8][C:4]=2[CH:3]=1.Cl[CH2:13][C:14]([O:16]CC)=[O:15].C(=O)([O-])[O-].[Cs+].[Cs+].Cl, predict the reaction product. The product is: [Cl:1][C:2]1[CH:11]=[CH:10][C:5]2[N:6]([CH2:13][C:14]([OH:16])=[O:15])[C:7](=[O:9])[O:8][C:4]=2[CH:3]=1. (9) Given the reactants [Cl:1][CH2:2][C:3]1[CH:11]=[CH:10][C:6]([C:7]([OH:9])=O)=[CH:5][CH:4]=1.Cl.[NH2:13][CH2:14][CH2:15][CH2:16][C:17]([O:19][CH2:20][CH3:21])=[O:18], predict the reaction product. The product is: [Cl:1][CH2:2][C:3]1[CH:4]=[CH:5][C:6]([C:7]([NH:13][CH2:14][CH2:15][CH2:16][C:17]([O:19][CH2:20][CH3:21])=[O:18])=[O:9])=[CH:10][CH:11]=1.